Dataset: Reaction yield outcomes from USPTO patents with 853,638 reactions. Task: Predict the reaction yield, written as a fraction of the theoretical maximum amount of product (1.0 means a 100% yield; for example, 0.34 means a 34% yield). (1) The reactants are [CH2:1](N(CC)CC)C.[CH2:8]=[C:9]([C:14]([O:17]S(F)(=O)=O)([F:16])[F:15])[C:10]([F:13])([F:12])[F:11].O. The catalyst is CO. The product is [F:15][C:14]([F:16])([O:17][CH3:1])[C:9]([C:10]([F:13])([F:12])[F:11])=[CH2:8]. The yield is 0.500. (2) The reactants are [Br:1][C:2]1[CH:3]=[CH:4][C:5]([C:8]([NH2:10])=[O:9])=[N:6][CH:7]=1.[OH:11][CH:12](O)[C:13]([C:15]1[C:24]2[C:19](=[CH:20][CH:21]=[CH:22][CH:23]=2)[CH:18]=[CH:17][CH:16]=1)=[O:14]. The catalyst is O1CCOCC1. The product is [Br:1][C:2]1[CH:3]=[CH:4][C:5]([C:8]([NH:10][CH:12]([OH:11])[C:13]([C:15]2[C:24]3[C:19](=[CH:20][CH:21]=[CH:22][CH:23]=3)[CH:18]=[CH:17][CH:16]=2)=[O:14])=[O:9])=[N:6][CH:7]=1. The yield is 0.660. (3) The reactants are C(=O)([O-])[O-].[K+].[K+].[CH3:7][O:8][C:9]1[CH:16]=[CH:15][C:12]([CH2:13]Cl)=[CH:11][CH:10]=1.[I-].[Na+].[OH:19][C:20]1[C:21]2[C:34](=[O:35])[NH:33][CH2:32][C:22]=2[C:23]([O:30][CH3:31])=[C:24]2[C:29]=1[N:28]=[CH:27][CH:26]=[CH:25]2. The catalyst is FC1C=CC(CN2C(=O)C3C(OCOC)=C4C(C=CC=N4)=C(OC)C=3C2=O)=CC=1.C(O)(=O)C. The product is [CH3:31][O:30][C:23]1[C:22]2[CH2:32][NH:33][C:34](=[O:35])[C:21]=2[C:20]([O:19][CH2:13][C:12]2[CH:15]=[CH:16][C:9]([O:8][CH3:7])=[CH:10][CH:11]=2)=[C:29]2[C:24]=1[CH:25]=[CH:26][CH:27]=[N:28]2. The yield is 0.530.